Dataset: Forward reaction prediction with 1.9M reactions from USPTO patents (1976-2016). Task: Predict the product of the given reaction. (1) Given the reactants [C:1]([NH:9][C:10]1[CH:11]=[C:12]([NH:17][C:18](=[O:27])[C:19]2[CH:24]=[CH:23][C:22]([CH2:25]Br)=[N:21][CH:20]=2)[CH:13]=[CH:14][C:15]=1[Cl:16])(=[O:8])[C:2]1[CH:7]=[CH:6][CH:5]=[CH:4][CH:3]=1.[NH:28]1[CH2:33][CH2:32][CH2:31][CH2:30][CH2:29]1, predict the reaction product. The product is: [C:1]([NH:9][C:10]1[CH:11]=[C:12]([NH:17][C:18](=[O:27])[C:19]2[CH:24]=[CH:23][C:22]([CH2:25][N:28]3[CH2:33][CH2:32][CH2:31][CH2:30][CH2:29]3)=[N:21][CH:20]=2)[CH:13]=[CH:14][C:15]=1[Cl:16])(=[O:8])[C:2]1[CH:7]=[CH:6][CH:5]=[CH:4][CH:3]=1. (2) The product is: [CH2:1]([N:8]1[CH2:13][CH2:12][O:11][CH:10]([CH2:14][O:15][C:18]2[CH:19]=[CH:20][CH:21]=[CH:22][C:17]=2[F:16])[CH2:9]1)[C:2]1[CH:3]=[CH:4][CH:5]=[CH:6][CH:7]=1. Given the reactants [CH2:1]([N:8]1[CH2:13][CH2:12][O:11][CH:10]([CH2:14][OH:15])[CH2:9]1)[C:2]1[CH:7]=[CH:6][CH:5]=[CH:4][CH:3]=1.[F:16][C:17]1[CH:22]=[CH:21][CH:20]=[CH:19][C:18]=1O.C(OC(N1CCCC(COC2C=CC=CC=2Cl)C1)=O)(C)(C)C, predict the reaction product. (3) The product is: [C:46]([O:45][C:43]([N:38]1[C@H:37]([C:35]2[NH:34][CH:33]=[C:32]([C:30]#[C:31][C:2]3[CH:3]=[C:4]4[C:9](=[CH:10][CH:11]=3)[CH:8]=[C:7]([C:12]3[N:16]=[C:15]([C@@H:17]5[CH2:22][C@@H:21]6[C@@H:19]([CH2:20]6)[N:18]5[C:23]([O:25][C:26]([CH3:28])([CH3:27])[CH3:29])=[O:24])[NH:14][CH:13]=3)[CH:6]=[CH:5]4)[N:36]=2)[CH2:42][C@@H:41]2[C@H:39]1[CH2:40]2)=[O:44])([CH3:49])([CH3:48])[CH3:47]. Given the reactants Br[C:2]1[CH:3]=[C:4]2[C:9](=[CH:10][CH:11]=1)[CH:8]=[C:7]([C:12]1[NH:16][C:15]([C@@H:17]3[CH2:22][C@@H:21]4[C@@H:19]([CH2:20]4)[N:18]3[C:23]([O:25][C:26]([CH3:29])([CH3:28])[CH3:27])=[O:24])=[N:14][CH:13]=1)[CH:6]=[CH:5]2.[C:30]([C:32]1[NH:36][C:35]([C@@H:37]2[CH2:42][C@@H:41]3[C@@H:39]([CH2:40]3)[N:38]2[C:43]([O:45][C:46]([CH3:49])([CH3:48])[CH3:47])=[O:44])=[N:34][CH:33]=1)#[CH:31].C(N(CC)CC)C, predict the reaction product. (4) Given the reactants ClC1N=C(N(C)[C:9]2[CH:14]=[CH:13][N:12]=[C:11]([S:15][CH3:16])[N:10]=2)C=CC=1.[CH3:18][NH:19][C:20]1[N:21]=[N:22][CH:23]=[C:24]([C:26]2[CH:31]=[CH:30][CH:29]=[CH:28][CH:27]=2)[CH:25]=1, predict the reaction product. The product is: [CH3:18][N:19]([C:9]1[CH:14]=[CH:13][N:12]=[C:11]([S:15][CH3:16])[N:10]=1)[C:20]1[N:21]=[N:22][CH:23]=[C:24]([C:26]2[CH:27]=[CH:28][CH:29]=[CH:30][CH:31]=2)[CH:25]=1. (5) Given the reactants [CH3:1][C:2]1[O:10][C:9]2[CH:8]=[CH:7][N:6]([CH2:11][CH:12]=O)[C:5](=[O:14])[C:4]=2[CH:3]=1.[CH2:15]([N:17]1[C:23](=[O:24])[C:22]([CH3:26])([CH3:25])[C:21](=[O:27])[N:20]([CH3:28])[C:19]2[CH:29]=[C:30]([CH2:33][CH2:34][CH2:35][CH2:36][NH:37][CH2:38][C:39]3[CH:44]=[CH:43][N:42]=[CH:41][CH:40]=3)[CH:31]=[CH:32][C:18]1=2)[CH3:16].C(O[BH-](OC(=O)C)OC(=O)C)(=O)C.[Na+].C(OC(=O)C)C.[ClH:65], predict the reaction product. The product is: [ClH:65].[ClH:65].[CH2:15]([N:17]1[C:23](=[O:24])[C:22]([CH3:26])([CH3:25])[C:21](=[O:27])[N:20]([CH3:28])[C:19]2[CH:29]=[C:30]([CH2:33][CH2:34][CH2:35][CH2:36][N:37]([CH2:12][CH2:11][N:6]3[CH:7]=[CH:8][C:9]4[O:10][C:2]([CH3:1])=[CH:3][C:4]=4[C:5]3=[O:14])[CH2:38][C:39]3[CH:40]=[CH:41][N:42]=[CH:43][CH:44]=3)[CH:31]=[CH:32][C:18]1=2)[CH3:16]. (6) Given the reactants [N:1]1([CH2:6][CH2:7][CH2:8][CH2:9][C:10]2[CH:25]=[CH:24][C:13]([O:14][CH2:15][C:16]3[O:17][CH:18]=[C:19]([C:21]([OH:23])=O)[N:20]=3)=[CH:12][CH:11]=2)[CH:5]=[CH:4][N:3]=[N:2]1.[Cl:26][C:27]1[CH:32]=[CH:31][C:30]([NH2:33])=[CH:29][CH:28]=1, predict the reaction product. The product is: [Cl:26][C:27]1[CH:32]=[CH:31][C:30]([NH:33][C:21]([C:19]2[N:20]=[C:16]([CH2:15][O:14][C:13]3[CH:12]=[CH:11][C:10]([CH2:9][CH2:8][CH2:7][CH2:6][N:1]4[CH:5]=[CH:4][N:3]=[N:2]4)=[CH:25][CH:24]=3)[O:17][CH:18]=2)=[O:23])=[CH:29][CH:28]=1.